Dataset: Full USPTO retrosynthesis dataset with 1.9M reactions from patents (1976-2016). Task: Predict the reactants needed to synthesize the given product. The reactants are: Cl.Cl.Cl.[O:4]1[C:12]2[CH:11]=[CH:10][N:9]=[C:8]([N:13]3[CH2:18][CH2:17][N:16]([CH2:19][CH2:20][C@H:21]4[CH2:26][CH2:25][C@H:24]([NH2:27])[CH2:23][CH2:22]4)[CH2:15][CH2:14]3)[C:7]=2[CH2:6][CH2:5]1.[F:28][C:29]1[CH:37]=[CH:36][C:32]([C:33](O)=[O:34])=[CH:31][CH:30]=1. Given the product [O:4]1[C:12]2[CH:11]=[CH:10][N:9]=[C:8]([N:13]3[CH2:18][CH2:17][N:16]([CH2:19][CH2:20][C@H:21]4[CH2:26][CH2:25][C@H:24]([NH:27][C:33](=[O:34])[C:32]5[CH:36]=[CH:37][C:29]([F:28])=[CH:30][CH:31]=5)[CH2:23][CH2:22]4)[CH2:15][CH2:14]3)[C:7]=2[CH2:6][CH2:5]1, predict the reactants needed to synthesize it.